Dataset: Reaction yield outcomes from USPTO patents with 853,638 reactions. Task: Predict the reaction yield, written as a fraction of the theoretical maximum amount of product (1.0 means a 100% yield; for example, 0.34 means a 34% yield). (1) The reactants are C[C:2]([C:8]1[CH:13]=[CH:12][C:11]([N:14]2[CH:18]=[CH:17][CH:16]=[N:15]2)=[CH:10][CH:9]=1)([O:6][CH3:7])[C:3]([OH:5])=O.CN1CCOCC1.C(OC(Cl)=O)C(C)C.Cl.[CH3:35][NH:36][O:37][CH3:38]. The catalyst is ClCCl.C([O-])(O)=O.[Na+]. The product is [N:14]1([C:11]2[CH:10]=[CH:9][C:8]([CH:2]([O:6][CH3:7])[C:3]([N:36]([O:37][CH3:38])[CH3:35])=[O:5])=[CH:13][CH:12]=2)[CH:18]=[CH:17][CH:16]=[N:15]1. The yield is 0.760. (2) The reactants are [N:1]1[CH:6]=[CH:5][C:4]([CH3:7])=[CH:3][C:2]=1[CH3:8].[Mn]([O-])(=O)(=O)=[O:10].[K+].[OH2:15]. No catalyst specified. The product is [CH3:8][C:2]1[CH:3]=[C:4]([CH:5]=[CH:6][N:1]=1)[C:7]([OH:10])=[O:15]. The yield is 0.360. (3) The reactants are C([O:3][C:4]([CH:6]1[CH2:15][CH2:14][C:9]2([O:13][CH2:12][CH2:11][O:10]2)[CH2:8][CH:7]1[CH3:16])=[O:5])C.[OH-].[K+].Cl.O. The catalyst is CO. The product is [CH3:16][C@H:7]1[C@@H:6]([C:4]([OH:5])=[O:3])[CH2:15][CH2:14][C:9]2([O:13][CH2:12][CH2:11][O:10]2)[CH2:8]1. The yield is 0.950. (4) The catalyst is CO. The product is [CH3:1][C:2]1[N:3]([CH2:20][C:21]2[C:30]3[C:25](=[CH:26][CH:27]=[CH:28][CH:29]=3)[CH:24]=[CH:23][CH:22]=2)[C:4]2[CH:10]=[C:9]([N:11]3[CH2:16][CH2:15][O:14][CH2:13][CH2:12]3)[CH:8]=[C:7]([NH2:17])[C:5]=2[N:6]=1. The reactants are [CH3:1][C:2]1[N:3]([CH2:20][C:21]2[C:30]3[C:25](=[CH:26][CH:27]=[CH:28][CH:29]=3)[CH:24]=[CH:23][CH:22]=2)[C:4]2[CH:10]=[C:9]([N:11]3[CH2:16][CH2:15][O:14][CH2:13][CH2:12]3)[CH:8]=[C:7]([N+:17]([O-])=O)[C:5]=2[N:6]=1.C([O-])([O-])=O.[Na+].[Na+]. The yield is 0.910. (5) The reactants are [Cl-].O[NH3+:3].[C:4](=[O:7])([O-])[OH:5].[Na+].CS(C)=O.[OH:13][C:14]([CH3:52])([CH3:51])[CH2:15][O:16][C:17]1[CH:22]=[CH:21][C:20]([N:23]2[C:28](=[O:29])[C:27]([CH2:30][C:31]3[CH:36]=[CH:35][C:34]([C:37]4[C:38]([C:43]#[N:44])=[CH:39][CH:40]=[CH:41][CH:42]=4)=[CH:33][CH:32]=3)=[C:26]([CH2:45][CH2:46][CH3:47])[N:25]3[N:48]=[CH:49][CH:50]=[C:24]23)=[CH:19][CH:18]=1. The catalyst is C(OCC)(=O)C. The product is [OH:13][C:14]([CH3:51])([CH3:52])[CH2:15][O:16][C:17]1[CH:18]=[CH:19][C:20]([N:23]2[C:28](=[O:29])[C:27]([CH2:30][C:31]3[CH:36]=[CH:35][C:34]([C:37]4[CH:42]=[CH:41][CH:40]=[CH:39][C:38]=4[C:43]4[NH:3][C:4](=[O:7])[O:5][N:44]=4)=[CH:33][CH:32]=3)=[C:26]([CH2:45][CH2:46][CH3:47])[N:25]3[N:48]=[CH:49][CH:50]=[C:24]23)=[CH:21][CH:22]=1. The yield is 0.680. (6) The reactants are [NH2:1][C:2]1[S:3][C:4]2[C:33](=[O:34])[CH2:32][CH2:31][CH2:30][C:5]=2[C:6]=1[C:7]([N:9]1[CH2:14][CH2:13][CH:12]([N:15]2[CH2:29][CH2:28][CH2:27][C:17]3([C:21](=[O:22])[N:20]([CH:23]([CH3:25])[CH3:24])[C:19](=[O:26])[CH2:18]3)[CH2:16]2)[CH2:11][CH2:10]1)=[O:8].[CH:35]([N:38]=[C:39]=[O:40])([CH3:37])[CH3:36].C(OC(C)C)(C)C. No catalyst specified. The product is [CH:35]([NH:38][C:39]([NH:1][C:2]1[S:3][C:4]2[C:33](=[O:34])[CH2:32][CH2:31][CH2:30][C:5]=2[C:6]=1[C:7]([N:9]1[CH2:14][CH2:13][CH:12]([N:15]2[CH2:29][CH2:28][CH2:27][C:17]3([C:21](=[O:22])[N:20]([CH:23]([CH3:25])[CH3:24])[C:19](=[O:26])[CH2:18]3)[CH2:16]2)[CH2:11][CH2:10]1)=[O:8])=[O:40])([CH3:37])[CH3:36]. The yield is 0.780. (7) The reactants are [H-].[Na+].[OH:3][CH2:4][C@H:5]1[CH2:9][CH2:8][CH2:7][N:6]1[C:10]([C:12]1[S:20][C:19]2[C:14](=[N:15][CH:16]=[CH:17][C:18]=2[Cl:21])[CH:13]=1)=[O:11].[CH2:22](I)[CH3:23]. The catalyst is CN(C=O)C. The product is [Cl:21][C:18]1[CH:17]=[CH:16][N:15]=[C:14]2[CH:13]=[C:12]([C:10]([N:6]3[CH2:7][CH2:8][CH2:9][C@@H:5]3[CH2:4][O:3][CH2:22][CH3:23])=[O:11])[S:20][C:19]=12. The yield is 0.500. (8) The reactants are C=O.[F:3][C:4]1[CH:5]=[C:6]([NH:16][C:17]2[N:22]=[C:21]([CH2:23][CH2:24][C:25]3[CH:30]=[CH:29][CH:28]=[CH:27][C:26]=3[CH2:31][C:32]([NH2:34])=[O:33])[C:20]([C:35]([F:38])([F:37])[F:36])=[CH:19][N:18]=2)[CH:7]=[CH:8][C:9]=1[CH:10]1[CH2:15][CH2:14][NH:13][CH2:12][CH2:11]1.[C:39](O[BH-](OC(=O)C)OC(=O)C)(=O)C.[Na+]. The catalyst is CO. The product is [F:3][C:4]1[CH:5]=[C:6]([NH:16][C:17]2[N:22]=[C:21]([CH2:23][CH2:24][C:25]3[CH:30]=[CH:29][CH:28]=[CH:27][C:26]=3[CH2:31][C:32]([NH2:34])=[O:33])[C:20]([C:35]([F:38])([F:36])[F:37])=[CH:19][N:18]=2)[CH:7]=[CH:8][C:9]=1[CH:10]1[CH2:11][CH2:12][N:13]([CH3:39])[CH2:14][CH2:15]1. The yield is 0.920. (9) The reactants are [C:1]([N:3]1[CH2:8][CH2:7][N:6]([C:9]([O:11][C:12]([CH3:15])([CH3:14])[CH3:13])=[O:10])[CH2:5][CH2:4]1)#[N:2].[NH2:16][OH:17]. The product is [OH:17][NH:16][C:1](=[NH:2])[N:3]1[CH2:4][CH2:5][N:6]([C:9]([O:11][C:12]([CH3:14])([CH3:13])[CH3:15])=[O:10])[CH2:7][CH2:8]1. The catalyst is C(O)C. The yield is 0.830. (10) The reactants are S(Cl)(Cl)=O.O(C(CC)C(O)=O)C1C=CC=CC=1.O(C(CC)C(Cl)=O)C1C=CC=CC=1.[O:31]([CH:38]([CH2:44][CH3:45])[C:39]([N:41]=[C:42]=[S:43])=[O:40])[C:32]1[CH:37]=[CH:36][CH:35]=[CH:34][CH:33]=1.[Cl:46][C:47]1[CH:48]=[C:49]([CH:51]=[CH:52][C:53]=1[O:54][C:55]1[C:64]2[C:59](=[CH:60][C:61]([O:67][CH3:68])=[C:62]([O:65][CH3:66])[CH:63]=2)[N:58]=[CH:57][CH:56]=1)[NH2:50]. The catalyst is C(O)C.C1(C)C=CC=CC=1. The product is [Cl:46][C:47]1[CH:48]=[C:49]([NH:50][C:42]([NH:41][C:39](=[O:40])[CH:38]([O:31][C:32]2[CH:37]=[CH:36][CH:35]=[CH:34][CH:33]=2)[CH2:44][CH3:45])=[S:43])[CH:51]=[CH:52][C:53]=1[O:54][C:55]1[C:64]2[C:59](=[CH:60][C:61]([O:67][CH3:68])=[C:62]([O:65][CH3:66])[CH:63]=2)[N:58]=[CH:57][CH:56]=1. The yield is 0.270.